Regression. Given two drug SMILES strings and cell line genomic features, predict the synergy score measuring deviation from expected non-interaction effect. From a dataset of NCI-60 drug combinations with 297,098 pairs across 59 cell lines. Drug 2: CN(CCCl)CCCl.Cl. Drug 1: C1=C(C(=O)NC(=O)N1)F. Synergy scores: CSS=34.4, Synergy_ZIP=-9.33, Synergy_Bliss=-4.99, Synergy_Loewe=-3.89, Synergy_HSA=-3.39. Cell line: NCI/ADR-RES.